Task: Binary Classification. Given a miRNA mature sequence and a target amino acid sequence, predict their likelihood of interaction.. Dataset: Experimentally validated miRNA-target interactions with 360,000+ pairs, plus equal number of negative samples (1) Result: 0 (no interaction). The miRNA is hsa-miR-23a-5p with sequence GGGGUUCCUGGGGAUGGGAUUU. The protein sequence of the target gene is MLVPLAKLSCLAYQCFHALKIKKNYLPLCATRWSSTSTVPRITTHYTIYPRDKDKRWEGVNMERFAEEADVVIVGAGPAGLSAAVRLKQLAVAHEKDIRVCLVEKAAQIGAHTLSGACLDPGAFKELFPDWKEKGAPLNTPVTEDRFGILTEKYRIPVPILPGLPMNNHGNYIVRLGHLVSWMGEQAEALGVEVYPGYAAAEVLFHDDGSVKGIATNDVGIQKDGAPKATFERGLELHAKVTIFAEGCHGHLAKQLYKKFDLRANCEPQTYGIGLKELWVIDEKNWKPGRVDHTVGWPLD.... (2) The miRNA is hsa-miR-1910-3p with sequence GAGGCAGAAGCAGGAUGACA. The protein sequence of the target gene is MAEAAALVWIRGPGFGCKAVRCASGRCTVRDFIHRHCQDQNVPVENFFVKCNGALINTSDTVQHGAVYSLEPRLCGGKGGFGSMLRALGAQIEKTTNREACRDLSGRRLRDVNHEKAMAEWVKQQAEREAEKEQKRLERLQRKLVEPKHCFTSPDYQQQCHEMAERLEDSVLKGMQAASSKMVSAEISENRKRQWPTKSQTDRGASAGKRRCFWLGMEGLETAEGSNSESSDDDSEEAPSTSGMGFHAPKIGSNGVEMAAKFPSGSQRARVVNTDHGSPEQLQIPVTDSGRHILEDSCAE.... Result: 1 (interaction). (3) The miRNA is hsa-miR-6868-3p with sequence UUCCUUCUGUUGUCUGUGCAG. The protein sequence of the target gene is MATAMDWLPWSLLLFSLMCETSAFYVPGVAPINFHQNDPVEIKAVKLTSSRTQLPYEYYSLPFCQPSKITYKAENLGEVLRGDRIVNTPFQVLMNSEKKCEVLCSQSNKPVTLTVEQSRLVAERITEDYYVHLIADNLPVATRLELYSNRDSDDKKKEKDVQFEHGYRLGFTDVNKIYLHNHLSFILYYHREDMEEDQEHTYRVVRFEVIPQSIRLEDLKADEKSSCTLPEGTNSSPQEIDPTKENQLYFTYSVHWEESDIKWASRWDTYLTMSDVQIHWFSIINSVVVVFFLSGILSMI.... Result: 1 (interaction). (4) The miRNA is hsa-miR-6778-3p with sequence UGCCUCCCUGACAUUCCACAG. The protein sequence of the target gene is MSQPPIGGAAPATAAASPAAAATEARLHPEGSSRKQQRAQSPARPRDSSLRQTIAATRSPVGAGTKLNSVRQQQLQQQQQQGNKTGSRTGPPASIRGGGGGAEKATPLAPKGAAPGAVQPVAGAEAAPAATLAALGGRRPGPPEEPPRELESVPSKLGEPPPLGEGGGGGGEGGGAGGGSGEREGGAPQPPPPRGWRGKGVRAQQRGGSGGEGASPSPSSSSAGKTPGTGSRNSGSGVAGGGSGGGGSYWKEGCLQSELIQFHLKKERAAAAAAAAQMHAKNGGGSSSRSSPVSGPPAVC.... Result: 1 (interaction). (5) The miRNA is hsa-miR-3942-5p with sequence AAGCAAUACUGUUACCUGAAAU. The protein sequence of the target gene is MDPMELRNVNIEPDDESSSGESAPDSYIGIGNSEKAAMSSQFANEDTESQKFLTNGFLGKKKLADYADEHHPGTTSFGMSSFNLSNAIMGSGILGLSYAMANTGIILFIIMLLAVAILSLYSVHLLLKTAKEGGSLIYEKLGEKAFGWPGKIGAFVSITMQNIGAMSSYLFIIKYELPEVIRAFMGLEENTGEWYLNGNYLIIFVSVGIILPLSLLKNLGYLGYTSGFSLTCMVFFVSVVIYKKFQIPCPLPVLDHSVGNLSFNNTLPMHVVMLPNNSESSDVNFMMDYTHRNPAGLDEN.... Result: 0 (no interaction). (6) The miRNA is mmu-miR-410-5p with sequence AGGUUGUCUGUGAUGAGUUCG. The protein sequence of the target gene is MEGSGEQPGPQPQHPGDHRIRDGDFVVLKREDVFKAVQVQRRKKVTFEKQWFYLDNVIGHSYGTAFEVTSGGSLQPKKKREEPTAETKEAGTDNRNIVDDGKSQKLTQDDIKALKDKGIKGEEIVQQLIENSTTFRDKTEFAQDKYIKKKKKKYEAIITVVKPSTRILSIMYYAREPGKINHMRYDTLAQMLTLGNIRAGNKMIVMETCAGLVLGAMMERMGGFGSIIQLYPGGGPVRAATACFGFPKSFLSGLYEFPLNKVDSLLHGTFSAKMLSSEPKDSALVEESNGTLEEKQASEQ.... Result: 0 (no interaction).